The task is: Predict the reaction yield, written as a fraction of the theoretical maximum amount of product (1.0 means a 100% yield; for example, 0.34 means a 34% yield).. This data is from Reaction yield outcomes from USPTO patents with 853,638 reactions. (1) The reactants are [NH:1]1[CH:5]=[N:4][C:3]([NH2:6])=[N:2]1.[O:7]1[CH2:12][CH2:11][C:10](=O)[CH2:9][CH2:8]1.C([BH3-])#N.[Na+].O. The catalyst is C(O)(=O)C. The product is [O:7]1[CH2:12][CH2:11][CH:10]([NH:6][C:3]2[NH:4][CH:5]=[N:1][N:2]=2)[CH2:9][CH2:8]1. The yield is 0.100. (2) The reactants are [C:1]([C:5]1[CH:6]=[C:7]([N:15]2[C:19]([C:20]([CH:22]3[CH2:27][CH2:26][CH2:25][CH2:24][CH2:23]3)=[O:21])=[C:18]([CH3:28])[C:17]([C:29]([O:31]CC)=[O:30])=[CH:16]2)[CH:8]=[C:9]([C:11]2([CH3:14])[CH2:13][CH2:12]2)[CH:10]=1)([CH3:4])([CH3:3])[CH3:2].CC([O-])(C)C.[K+].Cl. The catalyst is CS(C)=O.O. The product is [C:1]([C:5]1[CH:6]=[C:7]([N:15]2[C:19]([C:20]([CH:22]3[CH2:27][CH2:26][CH2:25][CH2:24][CH2:23]3)=[O:21])=[C:18]([CH3:28])[C:17]([C:29]([OH:31])=[O:30])=[CH:16]2)[CH:8]=[C:9]([C:11]2([CH3:14])[CH2:13][CH2:12]2)[CH:10]=1)([CH3:2])([CH3:3])[CH3:4]. The yield is 0.250. (3) The catalyst is C(Cl)Cl.CC(C)[O-].[Ti+4].CC(C)[O-].CC(C)[O-].CC(C)[O-]. The yield is 0.480. The reactants are [NH:1]1[CH2:11][CH2:10][CH:4]([C:5]([O:7][CH2:8][CH3:9])=[O:6])[CH2:3][CH2:2]1.[CH2:12]([O:14][C:15]([N:17]1[CH2:23][CH2:22][CH2:21][C:20](=O)[CH2:19][CH2:18]1)=[O:16])[CH3:13].C(O)(=O)C. The product is [CH2:8]([O:7][C:5]([CH:4]1[CH2:3][CH2:2][N:1]([CH:20]2[CH2:21][CH2:22][CH2:23][N:17]([C:15]([O:14][CH2:12][CH3:13])=[O:16])[CH2:18][CH2:19]2)[CH2:11][CH2:10]1)=[O:6])[CH3:9]. (4) The reactants are [F:1][C:2]1[C:7]2[CH2:8][CH2:9][C:10]3[CH:15]=[CH:14][N:13]=[CH:12][C:11]=3[CH:16]([N:17]=[C:18]=[S:19])[C:6]=2[CH:5]=[CH:4][CH:3]=1.[Cl:20][C:21]1[CH:22]=[C:23]([C:29]([NH:31][C@@H:32]2[CH2:36][CH2:35][N:34]([CH3:37])[C:33]2=[O:38])=[O:30])[CH:24]=[N:25][C:26]=1[NH:27][NH2:28]. The catalyst is CC(N(C)C)=O. The product is [Cl:20][C:21]1[CH:22]=[C:23]([C:29]([NH:31][C@@H:32]2[CH2:36][CH2:35][N:34]([CH3:37])[C:33]2=[O:38])=[O:30])[CH:24]=[N:25][C:26]=1[NH:27][NH:28][C:18]([NH:17][CH:16]1[C:11]2[CH:12]=[N:13][CH:14]=[CH:15][C:10]=2[CH2:9][CH2:8][C:7]2[C:2]([F:1])=[CH:3][CH:4]=[CH:5][C:6]1=2)=[S:19]. The yield is 0.970. (5) The reactants are [C:1]([NH:9][NH2:10])(=[O:8])[C:2]1[CH:7]=[CH:6][CH:5]=[CH:4][CH:3]=1.[F:11][C:12]1[CH:40]=[C:39]([NH:41][C:42](OC2C=CC([N+]([O-])=O)=CC=2)=[O:43])[CH:38]=[CH:37][C:13]=1[O:14][C:15]1[CH:20]=[CH:19][N:18]=[C:17]2[CH:21]=[C:22]([C:24]3[CH2:29][CH2:28][N:27]([C:30]([O:32][C:33]([CH3:36])([CH3:35])[CH3:34])=[O:31])[CH2:26][CH:25]=3)[S:23][C:16]=12. No catalyst specified. The product is [C:1]([NH:9][NH:10][C:42]([NH:41][C:39]1[CH:38]=[CH:37][C:13]([O:14][C:15]2[CH:20]=[CH:19][N:18]=[C:17]3[CH:21]=[C:22]([C:24]4[CH2:29][CH2:28][N:27]([C:30]([O:32][C:33]([CH3:35])([CH3:36])[CH3:34])=[O:31])[CH2:26][CH:25]=4)[S:23][C:16]=23)=[C:12]([F:11])[CH:40]=1)=[O:43])(=[O:8])[C:2]1[CH:7]=[CH:6][CH:5]=[CH:4][CH:3]=1. The yield is 0.100. (6) The reactants are C([O:3][C:4]([C:6]12[CH2:13][C:10]([C:14](=O)[NH:15][C:16]3[C:17](=[O:30])[N:18]([CH2:27][CH2:28][CH3:29])[C:19](=[O:26])[N:20]([CH2:23][CH2:24][CH3:25])[C:21]=3[NH2:22])([CH2:11][CH2:12]1)[CH2:9][CH2:8][CH2:7]2)=[O:5])C. The catalyst is [OH-].[Na+].CO. The product is [O:26]=[C:19]1[N:20]([CH2:23][CH2:24][CH3:25])[C:21]2[N:22]=[C:14]([C:10]34[CH2:13][C:6]([C:4]([OH:3])=[O:5])([CH2:12][CH2:11]3)[CH2:7][CH2:8][CH2:9]4)[NH:15][C:16]=2[C:17](=[O:30])[N:18]1[CH2:27][CH2:28][CH3:29]. The yield is 0.420. (7) The reactants are O[C@@H:2]([CH3:18])[C@@H:3]([NH:7][C:8]([O:10][C:11]1([CH3:17])[CH2:16][CH2:15][O:14][CH2:13][CH2:12]1)=[O:9])[C:4]([OH:6])=[O:5].C1CN([P+](ON2N=NC3C=CC=CC2=3)(N2CCCC2)N2CCCC2)CC1.F[P-](F)(F)(F)(F)F.CCN(CC)CC. The catalyst is C(Cl)Cl. The product is [CH3:17][C:11]1([O:10][C:8](=[O:9])[NH:7][C@H:3]2[C:4](=[O:6])[O:5][C@H:2]2[CH3:18])[CH2:16][CH2:15][O:14][CH2:13][CH2:12]1. The yield is 0.190. (8) The reactants are Cl[C:2]1[S:3][C:4]([C:8]#[N:9])=[C:5]([Cl:7])[N:6]=1.C(N(CC)C(C)C)(C)C.[NH:19]1[CH2:24][CH2:23][O:22][CH2:21][CH2:20]1. The catalyst is C(O)C.O. The product is [Cl:7][C:5]1[N:6]=[C:2]([N:19]2[CH2:24][CH2:23][O:22][CH2:21][CH2:20]2)[S:3][C:4]=1[C:8]#[N:9]. The yield is 0.910.